This data is from Human liver microsome stability data. The task is: Regression/Classification. Given a drug SMILES string, predict its absorption, distribution, metabolism, or excretion properties. Task type varies by dataset: regression for continuous measurements (e.g., permeability, clearance, half-life) or binary classification for categorical outcomes (e.g., BBB penetration, CYP inhibition). Dataset: hlm. (1) The compound is Oc1c2ccc(Cl)cc2nc2cc(Oc3ccc(OC(F)(F)F)cc3)ccc12. The result is 1 (stable in human liver microsomes). (2) The molecule is NC(=O)c1cncc(OCc2cccc(NC(=O)c3ccc(N4CCOCC4)cc3)c2)c1. The result is 0 (unstable in human liver microsomes).